This data is from Reaction yield outcomes from USPTO patents with 853,638 reactions. The task is: Predict the reaction yield, written as a fraction of the theoretical maximum amount of product (1.0 means a 100% yield; for example, 0.34 means a 34% yield). (1) The reactants are [C:1]([C:5]1[C:6](=[O:16])[C:7](=[O:15])[CH:8]=[C:9]([C:11]([CH3:14])([CH3:13])[CH3:12])[CH:10]=1)([CH3:4])([CH3:3])[CH3:2].[N+:17]([O-])([OH:19])=[O:18].O. The catalyst is C(O)(=O)C. The product is [C:11]([C:9]1[CH:10]=[C:5]([C:1]([CH3:4])([CH3:2])[CH3:3])[C:6](=[O:16])[C:7](=[O:15])[C:8]=1[N+:17]([O-:19])=[O:18])([CH3:14])([CH3:13])[CH3:12]. The yield is 0.240. (2) The reactants are [C:1]([NH:5][S:6]([C:9]1[CH:14]=[CH:13][CH:12]=[CH:11][C:10]=1[C:15]1[CH:25]=[CH:24][C:18]2[NH:19][C:20]([CH2:22]Cl)=[N:21][C:17]=2[CH:16]=1)(=[O:8])=[O:7])([CH3:4])([CH3:3])[CH3:2].[F:26][C:27]([F:36])([F:35])[C:28]1[CH:29]=[CH:30][C:31]([OH:34])=[CH:32][CH:33]=1.C([O-])([O-])=O.[Na+].[Na+].C([O-])([O-])=O.[Cs+].[Cs+]. The catalyst is CC(C)=O. The product is [C:1]([NH:5][S:6]([C:9]1[CH:14]=[CH:13][CH:12]=[CH:11][C:10]=1[C:15]1[CH:25]=[CH:24][C:18]2[NH:19][C:20]([CH2:22][O:34][C:31]3[CH:30]=[CH:29][C:28]([C:27]([F:26])([F:35])[F:36])=[CH:33][CH:32]=3)=[N:21][C:17]=2[CH:16]=1)(=[O:8])=[O:7])([CH3:4])([CH3:3])[CH3:2]. The yield is 0.300. (3) The catalyst is C(O)(C)C. The product is [Br:1][C:2]1[CH:7]=[CH:6][C:5]([C:8]2([C:14]3[S:16][CH:18]=[C:19]([C:20]([O:22][CH2:23][CH3:24])=[O:21])[N:15]=3)[CH2:9][CH2:10][O:11][CH2:12][CH2:13]2)=[CH:4][CH:3]=1. The reactants are [Br:1][C:2]1[CH:7]=[CH:6][C:5]([C:8]2([C:14](=[S:16])[NH2:15])[CH2:13][CH2:12][O:11][CH2:10][CH2:9]2)=[CH:4][CH:3]=1.Br[CH2:18][C:19](=O)[C:20]([O:22][CH2:23][CH3:24])=[O:21]. The yield is 0.301. (4) The reactants are [CH:1]([C:3]1[CH:8]=[CH:7][C:6]([O:9][C:10]2[CH:11]=[CH:12][C:13]([C:16]([F:19])([F:18])[F:17])=[N:14][CH:15]=2)=[CH:5][CH:4]=1)=[CH2:2].B1C2CCCC1CCC2.C1C[O:32]CC1. No catalyst specified. The product is [F:18][C:16]([F:19])([F:17])[C:13]1[N:14]=[CH:15][C:10]([O:9][C:6]2[CH:5]=[CH:4][C:3]([CH2:1][CH2:2][OH:32])=[CH:8][CH:7]=2)=[CH:11][CH:12]=1. The yield is 1.37.